Dataset: Forward reaction prediction with 1.9M reactions from USPTO patents (1976-2016). Task: Predict the product of the given reaction. (1) Given the reactants [C:1]([C:3]1[CH:4]=[C:5]([C:16](=[O:24])[C:17]2[CH:22]=[CH:21][C:20](F)=[CH:19][CH:18]=2)[N:6]2[C:15]3[C:10](=[CH:11][CH:12]=[CH:13][CH:14]=3)[CH:9]=[CH:8][C:7]=12)#[N:2].CNNC.[CH3:29][N:30](C=O)[CH3:31], predict the reaction product. The product is: [C:1]([C:3]1[CH:4]=[C:5]([C:16](=[O:24])[C:17]2[CH:22]=[CH:21][C:20]([N:30]([CH3:31])[CH3:29])=[CH:19][CH:18]=2)[N:6]2[C:15]3[C:10](=[CH:11][CH:12]=[CH:13][CH:14]=3)[CH:9]=[CH:8][C:7]=12)#[N:2]. (2) Given the reactants [C:1]([O:5][C:6]([N:8]1[CH2:13][CH2:12][CH2:11][CH2:10][CH:9]1[C:14]([OH:16])=[O:15])=[O:7])([CH3:4])([CH3:3])[CH3:2].[NH2:17][C@H:18]([CH2:38][C:39]1[CH:44]=[CH:43][C:42]([Cl:45])=[CH:41][CH:40]=1)[C:19]([N:21]1[CH2:26][CH2:25][N:24]([C:27]2[CH:32]=[CH:31][CH:30]=[CH:29][C:28]=2[NH:33][S:34]([CH3:37])(=[O:36])=[O:35])[CH2:23][CH2:22]1)=[O:20], predict the reaction product. The product is: [Cl:45][C:42]1[CH:43]=[CH:44][C:39]([CH2:38][C@@H:18]([NH:17][C:14]([CH:9]2[CH2:10][CH2:11][CH2:12][CH2:13][N:8]2[C:6]([O:5][C:1]([CH3:2])([CH3:3])[CH3:4])=[O:7])=[O:16])[C:19]([N:21]2[CH2:26][CH2:25][N:24]([C:27]3[CH:32]=[CH:31][CH:30]=[CH:29][C:28]=3[NH:33][S:34]([CH3:37])(=[O:35])=[O:36])[CH2:23][CH2:22]2)=[O:20])=[CH:40][CH:41]=1.[Cl:45][C:42]1[CH:41]=[CH:40][C:39]([CH2:38][C@@H:18]([NH:17][C:14]([CH:9]2[CH2:10][CH2:11][CH2:12][CH2:13][N:8]2[CH3:6])=[O:15])[C:19]([N:21]2[CH2:22][CH2:23][N:24]([C:27]3[CH:32]=[CH:31][CH:30]=[CH:29][C:28]=3[NH:33][S:34]([CH3:37])(=[O:35])=[O:36])[CH2:25][CH2:26]2)=[O:20])=[CH:44][CH:43]=1. (3) Given the reactants C(OC(=O)[NH:7][C:8]1[N:9]([CH3:26])[C:10](=[O:25])[C:11]([CH3:24])([CH3:23])[C@:12]([C:15]2[CH:20]=[C:19](Br)[CH:18]=[CH:17][C:16]=2[F:22])([CH3:14])[N:13]=1)(C)(C)C.[CH3:28][O:29][C:30]1[CH:31]=[C:32]([NH2:36])[CH:33]=[CH:34][CH:35]=1, predict the reaction product. The product is: [NH2:7][C:8]1[N:9]([CH3:26])[C:10](=[O:25])[C:11]([CH3:24])([CH3:23])[C@:12]([C:15]2[CH:20]=[C:19]([NH:36][C:32]3[CH:33]=[CH:34][CH:35]=[C:30]([O:29][CH3:28])[CH:31]=3)[CH:18]=[CH:17][C:16]=2[F:22])([CH3:14])[N:13]=1. (4) Given the reactants [C:1]([O:5][C@@H:6]([C:11]1[C:16]([CH3:17])=[CH:15][N:14]2[N:18]=[C:19]([C:21]([OH:23])=O)[CH:20]=[C:13]2[C:12]=1[C:24]1[C:33]2[C:28]3=[C:29]([CH2:34][CH2:35][O:36][C:27]3=[CH:26][CH:25]=1)[CH:30]=[CH:31][N:32]=2)[C:7]([O:9]C)=[O:8])([CH3:4])([CH3:3])[CH3:2].[F:37][C:38]1[CH:43]=[CH:42][C:41]([CH2:44][NH2:45])=[CH:40][C:39]=1[CH3:46].CCN(C(C)C)C(C)C.CN(C(ON1N=NC2C=CC=NC1=2)=[N+](C)C)C.F[P-](F)(F)(F)(F)F.[OH-].[Na+], predict the reaction product. The product is: [C:1]([O:5][C@@H:6]([C:11]1[C:16]([CH3:17])=[CH:15][N:14]2[N:18]=[C:19]([C:21](=[O:23])[NH:45][CH2:44][C:41]3[CH:42]=[CH:43][C:38]([F:37])=[C:39]([CH3:46])[CH:40]=3)[CH:20]=[C:13]2[C:12]=1[C:24]1[C:33]2[C:28]3=[C:29]([CH2:34][CH2:35][O:36][C:27]3=[CH:26][CH:25]=1)[CH:30]=[CH:31][N:32]=2)[C:7]([OH:9])=[O:8])([CH3:2])([CH3:3])[CH3:4]. (5) Given the reactants [Cl:1][C:2]1[CH:10]=[CH:9][CH:8]=[C:7]2[C:3]=1[C:4]([C:11]([NH:13][CH2:14][C:15]1([OH:23])[CH2:20][CH2:19][CH2:18][C:17]([F:22])([F:21])[CH2:16]1)=[O:12])=[CH:5][NH:6]2.C(OC([N:31]1[CH2:35][CH2:34][CH2:33][CH:32]1[CH2:36]O)=O)(C)(C)C.C(P(=CC#N)(CCCC)CCCC)CCC, predict the reaction product. The product is: [Cl:1][C:2]1[CH:10]=[CH:9][CH:8]=[C:7]2[C:3]=1[C:4]([C:11]([NH:13][CH2:14][C:15]1([OH:23])[CH2:20][CH2:19][CH2:18][C:17]([F:22])([F:21])[CH2:16]1)=[O:12])=[CH:5][N:6]2[CH2:36][CH:32]1[CH2:33][CH2:34][CH2:35][NH:31]1. (6) The product is: [N+:2]([C:5]1[CH:11]=[C:10]([S:12]([Cl:18])(=[O:15])=[O:13])[CH:9]=[CH:8][C:6]=1[NH2:7])([O-:4])=[O:3]. Given the reactants [Na+].[N+:2]([C:5]1[CH:11]=[C:10]([S:12]([O-:15])(=O)=[O:13])[CH:9]=[CH:8][C:6]=1[NH2:7])([O-:4])=[O:3].P(Cl)(Cl)([Cl:18])=O, predict the reaction product. (7) Given the reactants [Cl:1][C:2]1[CH:3]=[C:4]([CH2:9][C:10]([N:12]2[CH:21]3[CH:16]([CH2:17][CH2:18][CH2:19][CH:20]3[N:22]3[CH2:26][CH2:25][CH2:24][CH2:23]3)[NH:15][CH2:14][CH2:13]2)=[O:11])[CH:5]=[CH:6][C:7]=1[Cl:8].[C:27](Cl)(=[O:34])[C:28]1[CH:33]=[CH:32][CH:31]=[CH:30][CH:29]=1, predict the reaction product. The product is: [C:27]([N:15]1[CH:16]2[CH:21]([CH:20]([N:22]3[CH2:26][CH2:25][CH2:24][CH2:23]3)[CH2:19][CH2:18][CH2:17]2)[N:12]([C:10](=[O:11])[CH2:9][C:4]2[CH:5]=[CH:6][C:7]([Cl:8])=[C:2]([Cl:1])[CH:3]=2)[CH2:13][CH2:14]1)(=[O:34])[C:28]1[CH:33]=[CH:32][CH:31]=[CH:30][CH:29]=1. (8) Given the reactants [Cl:1][C:2]1[C:3]([C:10]2[N:14]([CH3:15])[C:13]3[CH:16]=[CH:17][CH:18]=[CH:19][C:12]=3[N:11]=2)=[N:4][C:5](SC)=[N:6][CH:7]=1.O[O:21][S:22]([O-:24])=O.[K+].S([O-])(O[O-])(=O)=O.[K+].[K+].[CH3:34]COC(C)=O, predict the reaction product. The product is: [Cl:1][C:2]1[C:3]([C:10]2[N:14]([CH3:15])[C:13]3[CH:16]=[CH:17][CH:18]=[CH:19][C:12]=3[N:11]=2)=[N:4][C:5]([S:22]([CH3:34])(=[O:24])=[O:21])=[N:6][CH:7]=1.